Dataset: Reaction yield outcomes from USPTO patents with 853,638 reactions. Task: Predict the reaction yield, written as a fraction of the theoretical maximum amount of product (1.0 means a 100% yield; for example, 0.34 means a 34% yield). (1) The reactants are Cl.[CH2:2]=[C:3]1[CH2:7][NH:6][C@H:5]([C:8]([OH:10])=[O:9])[CH2:4]1.[Br:11][C:12]1[CH:17]=[C:16]([F:18])[CH:15]=[CH:14][C:13]=1[C@H:19]1[C:24]([C:25]([O:27][CH2:28][CH3:29])=[O:26])=[C:23]([CH2:30]Br)[NH:22][C:21]([C:32]2[S:33][CH:34]=[CH:35][N:36]=2)=[N:20]1.C(=O)([O-])[O-].[K+].[K+]. The catalyst is C(O)C. The product is [Br:11][C:12]1[CH:17]=[C:16]([F:18])[CH:15]=[CH:14][C:13]=1[C@@H:19]1[N:20]=[C:21]([C:32]2[S:33][CH:34]=[CH:35][N:36]=2)[NH:22][C:23]([CH2:30][N:6]2[CH2:7][C:3](=[CH2:2])[CH2:4][C@H:5]2[C:8]([OH:10])=[O:9])=[C:24]1[C:25]([O:27][CH2:28][CH3:29])=[O:26]. The yield is 0.563. (2) The reactants are [NH2:1][C:2]1[C:3](=[O:31])[N:4]([CH2:23][CH2:24][C:25]2[CH:30]=[CH:29][CH:28]=[CH:27][CH:26]=2)[C:5]([C:9]2[CH:14]=[CH:13][CH:12]=[CH:11][C:10]=2[O:15][CH2:16][C:17]2[CH:22]=[CH:21][CH:20]=[CH:19][CH:18]=2)=[N:6][C:7]=1[CH3:8].[CH3:32][C:33]([CH3:38])([CH3:37])[C:34](Cl)=[O:35]. The catalyst is ClCCl. The product is [CH3:32][C:33]([CH3:38])([CH3:37])[C:34]([NH:1][C:2]1[C:3](=[O:31])[N:4]([CH2:23][CH2:24][C:25]2[CH:26]=[CH:27][CH:28]=[CH:29][CH:30]=2)[C:5]([C:9]2[CH:14]=[CH:13][CH:12]=[CH:11][C:10]=2[O:15][CH2:16][C:17]2[CH:22]=[CH:21][CH:20]=[CH:19][CH:18]=2)=[N:6][C:7]=1[CH3:8])=[O:35]. The yield is 0.830.